This data is from Full USPTO retrosynthesis dataset with 1.9M reactions from patents (1976-2016). The task is: Predict the reactants needed to synthesize the given product. (1) Given the product [NH2:1][C:2]1[CH:21]=[CH:20][C:5]([O:6][C:7]2[C:16]3[C:11](=[CH:12][C:13]([O:19][CH2:34][C@@H:35]4[CH2:37][O:36]4)=[C:14]([C:17]#[N:18])[CH:15]=3)[N:10]=[CH:9][CH:8]=2)=[CH:4][C:3]=1[Cl:22], predict the reactants needed to synthesize it. The reactants are: [NH2:1][C:2]1[CH:21]=[CH:20][C:5]([O:6][C:7]2[C:16]3[C:11](=[CH:12][C:13]([OH:19])=[C:14]([C:17]#[N:18])[CH:15]=3)[N:10]=[CH:9][CH:8]=2)=[CH:4][C:3]=1[Cl:22].CC1C=CC(S(O[CH2:34][C@@H:35]2[CH2:37][O:36]2)(=O)=O)=CC=1. (2) The reactants are: O.[ClH:2].[CH2:3]([S:10][C:11]1[CH:16]=[CH:15][C:14]([C:17]2[N:21]=[C:20]([C:22]3[N:27]=[C:26]([NH:28]C(=O)C)[CH:25]=[CH:24][CH:23]=3)[O:19][N:18]=2)=[CH:13][CH:12]=1)[C:4]1[CH:9]=[CH:8][CH:7]=[CH:6][CH:5]=1. Given the product [ClH:2].[CH2:3]([S:10][C:11]1[CH:12]=[CH:13][C:14]([C:17]2[N:21]=[C:20]([C:22]3[N:27]=[C:26]([NH2:28])[CH:25]=[CH:24][CH:23]=3)[O:19][N:18]=2)=[CH:15][CH:16]=1)[C:4]1[CH:9]=[CH:8][CH:7]=[CH:6][CH:5]=1, predict the reactants needed to synthesize it.